The task is: Regression. Given two drug SMILES strings and cell line genomic features, predict the synergy score measuring deviation from expected non-interaction effect.. This data is from NCI-60 drug combinations with 297,098 pairs across 59 cell lines. Drug 1: CC1=C(C(CCC1)(C)C)C=CC(=CC=CC(=CC(=O)O)C)C. Drug 2: CC12CCC3C(C1CCC2O)C(CC4=C3C=CC(=C4)O)CCCCCCCCCS(=O)CCCC(C(F)(F)F)(F)F. Cell line: NCI-H522. Synergy scores: CSS=3.76, Synergy_ZIP=-0.104, Synergy_Bliss=3.22, Synergy_Loewe=2.79, Synergy_HSA=3.60.